Predict which catalyst facilitates the given reaction. From a dataset of Catalyst prediction with 721,799 reactions and 888 catalyst types from USPTO. (1) Product: [Br:19][C:20]1[CH:27]=[CH:26][C:23](/[CH:24]=[CH:11]/[C:12]([O:14][C:15]([CH3:16])([CH3:17])[CH3:18])=[O:13])=[CH:22][CH:21]=1.[Br:19][C:20]1[CH:27]=[CH:26][C:23]([C@@H:24]2[CH2:30][C@H:11]2[C:12]([O:14][C:15]([CH3:16])([CH3:17])[CH3:18])=[O:13])=[CH:22][CH:21]=1. The catalyst class is: 237. Reactant: [H-].[Na+].C(OP([CH2:11][C:12]([O:14][C:15]([CH3:18])([CH3:17])[CH3:16])=[O:13])(OCC)=O)C.[Br:19][C:20]1[CH:27]=[CH:26][C:23]([CH:24]=O)=[CH:22][CH:21]=1.[NH4+].[Cl-].[CH2:30]1COCC1. (2) Reactant: [F:1][C:2]1[CH:11]=[C:10]([NH:12][S:13]([C:16]2[CH:21]=[CH:20][C:19]([C:22]3[CH:23]=[N:24][C:25]([CH:28]4[CH2:33][CH2:32][O:31][CH2:30][CH2:29]4)=[N:26][CH:27]=3)=[CH:18][CH:17]=2)(=[O:15])=[O:14])[C:9]([F:34])=[CH:8][C:3]=1[C:4]([O:6]C)=[O:5].[OH-].[Li+].Cl. Product: [F:1][C:2]1[CH:11]=[C:10]([NH:12][S:13]([C:16]2[CH:21]=[CH:20][C:19]([C:22]3[CH:23]=[N:24][C:25]([CH:28]4[CH2:33][CH2:32][O:31][CH2:30][CH2:29]4)=[N:26][CH:27]=3)=[CH:18][CH:17]=2)(=[O:15])=[O:14])[C:9]([F:34])=[CH:8][C:3]=1[C:4]([OH:6])=[O:5]. The catalyst class is: 5. (3) The catalyst class is: 88. Reactant: [NH2:1][C:2]1[CH:3]=[C:4]([C:8]#[C:9][CH2:10][NH:11][C:12](=[O:17])[C:13]([F:16])([F:15])[F:14])[CH:5]=[CH:6][CH:7]=1.[O:18]1[C:20]2([CH2:25][CH2:24][CH2:23][CH2:22][CH2:21]2)[CH2:19]1. Product: [F:16][C:13]([F:14])([F:15])[C:12]([NH:11][CH2:10][C:9]#[C:8][C:4]1[CH:5]=[CH:6][CH:7]=[C:2]([NH:1][CH2:19][C:20]2([OH:18])[CH2:25][CH2:24][CH2:23][CH2:22][CH2:21]2)[CH:3]=1)=[O:17]. (4) Reactant: [Br:1][C:2]1[CH:7]=[CH:6][C:5]([NH:8][C:9](=[S:21])[C:10]2[CH:15]=[CH:14][C:13]([S:16]([CH3:19])(=[O:18])=[O:17])=[CH:12][C:11]=2[F:20])=[C:4](F)[CH:3]=1.C([O-])([O-])=O.[Na+].[Na+].CCOC(C)=O.O. Product: [Br:1][C:2]1[CH:7]=[CH:6][C:5]2[N:8]=[C:9]([C:10]3[CH:15]=[CH:14][C:13]([S:16]([CH3:19])(=[O:18])=[O:17])=[CH:12][C:11]=3[F:20])[S:21][C:4]=2[CH:3]=1. The catalyst class is: 3.